From a dataset of Full USPTO retrosynthesis dataset with 1.9M reactions from patents (1976-2016). Predict the reactants needed to synthesize the given product. (1) Given the product [Cl:22][C:16]1[C:11]2[CH:10]=[N:9][N:8]([C:4]3[CH:5]=[CH:6][CH:7]=[C:2]([F:1])[CH:3]=3)[C:12]=2[N:13]([CH3:19])[C:14](=[O:18])[CH:15]=1, predict the reactants needed to synthesize it. The reactants are: [F:1][C:2]1[CH:3]=[C:4]([N:8]2[C:12]3[N:13]([CH3:19])[C:14](=[O:18])[CH:15]=[C:16](O)[C:11]=3[CH:10]=[N:9]2)[CH:5]=[CH:6][CH:7]=1.P(Cl)(Cl)([Cl:22])=O. (2) Given the product [C:14]1([C:4]2[C:5]3[C:8]4[CH2:13][CH2:12][CH2:11][CH2:10][C:9]=4[C:23](=[O:24])[NH:7][C:6]=3[N:2]([CH3:1])[N:3]=2)[CH:15]=[CH:16][CH:17]=[CH:18][CH:19]=1, predict the reactants needed to synthesize it. The reactants are: [CH3:1][N:2]1[C:6]([NH2:7])=[C:5]([C:8]2[CH2:13][CH2:12][CH2:11][CH2:10][CH:9]=2)[C:4]([C:14]2[CH:19]=[CH:18][CH:17]=[CH:16][CH:15]=2)=[N:3]1.C(N=[C:23]=[O:24])C.